From a dataset of Catalyst prediction with 721,799 reactions and 888 catalyst types from USPTO. Predict which catalyst facilitates the given reaction. (1) Reactant: Br[C:2]1[CH:3]=[C:4]([N:8]2[CH:12]=[CH:11][C:10]([CH2:13][CH2:14][C:15]3[CH:19]=[CH:18][N:17]([C:20]4[CH:25]=[CH:24][CH:23]=[C:22]([Br:26])[CH:21]=4)[N:16]=3)=[N:9]2)[CH:5]=[CH:6][CH:7]=1.[C:27]1([NH:33][C:34](=[O:36])[CH3:35])[CH:32]=[CH:31][CH:30]=[CH:29][CH:28]=1.P([O-])([O-])([O-])=O.[K+].[K+].[K+].CN(C)CC(O)=O.O.[Cl-].[Na+].O. Product: [Br:26][C:22]1[CH:21]=[C:20]([N:17]2[CH:18]=[CH:19][C:15]([CH2:14][CH2:13][C:10]3[CH:11]=[CH:12][N:8]([C:4]4[CH:3]=[C:2]([N:33]([C:27]5[CH:32]=[CH:31][CH:30]=[CH:29][CH:28]=5)[C:34](=[O:36])[CH3:35])[CH:7]=[CH:6][CH:5]=4)[N:9]=3)=[N:16]2)[CH:25]=[CH:24][CH:23]=1. The catalyst class is: 471. (2) Reactant: [F:1][C:2]1[CH:33]=[CH:32][CH:31]=[C:30](F)[C:3]=1[CH2:4][N:5]1[C:10]2[N:11]=[C:12]([NH:15][C:16]3[CH:21]=[CH:20][C:19]([N:22]4[CH2:27][CH2:26][N:25]([CH3:28])[CH2:24][CH2:23]4)=[CH:18][CH:17]=3)[N:13]=[CH:14][C:9]=2[CH:8]=[CH:7][C:6]1=[O:29].[CH3:35][S:36](C)=O. Product: [F:1][C:2]1[CH:33]=[CH:32][CH:31]=[C:30]([S:36][CH3:35])[C:3]=1[CH2:4][N:5]1[C:10]2[N:11]=[C:12]([NH:15][C:16]3[CH:21]=[CH:20][C:19]([N:22]4[CH2:27][CH2:26][N:25]([CH3:28])[CH2:24][CH2:23]4)=[CH:18][CH:17]=3)[N:13]=[CH:14][C:9]=2[CH:8]=[CH:7][C:6]1=[O:29]. The catalyst class is: 6.